Dataset: Full USPTO retrosynthesis dataset with 1.9M reactions from patents (1976-2016). Task: Predict the reactants needed to synthesize the given product. (1) Given the product [NH:1]1[CH:5]=[C:4]([CH2:6][CH2:7][CH2:8][CH2:9][C:10]([NH:14][CH:15]2[CH2:16][CH2:17][N:18]([C:21]([O:23][CH2:24][C:25]3[CH:30]=[C:29]([Cl:31])[CH:28]=[C:27]([Cl:32])[CH:26]=3)=[O:22])[CH2:19][CH2:20]2)=[O:12])[N:3]=[N:2]1, predict the reactants needed to synthesize it. The reactants are: [NH:1]1[CH:5]=[C:4]([CH2:6][CH2:7][CH2:8][CH2:9][C:10]([OH:12])=O)[N:3]=[N:2]1.Cl.[NH2:14][CH:15]1[CH2:20][CH2:19][N:18]([C:21]([O:23][CH2:24][C:25]2[CH:30]=[C:29]([Cl:31])[CH:28]=[C:27]([Cl:32])[CH:26]=2)=[O:22])[CH2:17][CH2:16]1.CCN(C(C)C)C(C)C.C(P1(=O)OP(CCC)(=O)OP(CCC)(=O)O1)CC. (2) Given the product [Si:1]([O:8][N:9]=[C:10]1[C:18]2[C:13](=[CH:14][C:15]([NH:19][C:20]3[C:28]4[C:23](=[CH:24][N:25]=[CH:26][CH:27]=4)[O:22][C:21]=3[C:29]3[N:34]=[CH:33][C:32]([CH:35]=[O:36])=[CH:31][N:30]=3)=[CH:16][CH:17]=2)[CH2:12][CH2:11]1)([C:4]([CH3:5])([CH3:6])[CH3:7])([CH3:2])[CH3:3], predict the reactants needed to synthesize it. The reactants are: [Si:1]([O:8][N:9]=[C:10]1[C:18]2[C:13](=[CH:14][C:15]([NH:19][C:20]3[C:28]4[C:23](=[CH:24][N:25]=[CH:26][CH:27]=4)[O:22][C:21]=3[C:29]3[N:34]=[CH:33][C:32]([CH2:35][OH:36])=[CH:31][N:30]=3)=[CH:16][CH:17]=2)[CH2:12][CH2:11]1)([C:4]([CH3:7])([CH3:6])[CH3:5])([CH3:3])[CH3:2].CC(OI1(OC(C)=O)(OC(C)=O)OC(=O)C2C=CC=CC1=2)=O. (3) Given the product [F:1][C:2]1[CH:3]=[C:4]([C:19]2[C:24](=[O:25])[N:23]3[CH2:26][CH2:27][N:28]([C:29]4[CH:34]=[CH:33][CH:32]=[CH:31][CH:30]=4)[C:22]3=[N:21][CH:20]=2)[CH:5]=[CH:6][C:7]=1[O:8][C:9]1[CH:14]=[CH:13][N:12]=[C:11]2[CH:15]=[C:16]([C:46]3[CH:45]=[CH:44][C:43]([C:41]([N:35]4[CH2:40][CH2:39][O:38][CH2:37][CH2:36]4)=[O:42])=[CH:48][CH:47]=3)[S:17][C:10]=12, predict the reactants needed to synthesize it. The reactants are: [F:1][C:2]1[CH:3]=[C:4]([C:19]2[C:24](=[O:25])[N:23]3[CH2:26][CH2:27][N:28]([C:29]4[CH:34]=[CH:33][CH:32]=[CH:31][CH:30]=4)[C:22]3=[N:21][CH:20]=2)[CH:5]=[CH:6][C:7]=1[O:8][C:9]1[CH:14]=[CH:13][N:12]=[C:11]2[CH:15]=[C:16](I)[S:17][C:10]=12.[N:35]1([C:41]([C:43]2[CH:48]=[CH:47][C:46](B(O)O)=[CH:45][CH:44]=2)=[O:42])[CH2:40][CH2:39][O:38][CH2:37][CH2:36]1.[Cl-].[Li+]. (4) Given the product [OH:5][C:6]1[CH:11]=[CH:10][C:9]([CH:12]=[CH:13][C:14]2[CH:19]=[CH:18][C:17]([N:20]([C:28]3[CH:29]=[CH:30][C:31]([CH3:34])=[CH:32][CH:33]=3)[C:21]3[CH:26]=[CH:25][C:24]([CH3:27])=[CH:23][CH:22]=3)=[CH:16][CH:15]=2)=[CH:8][CH:7]=1, predict the reactants needed to synthesize it. The reactants are: OCC(O)C[O:5][C:6]1[CH:11]=[CH:10][C:9]([CH:12]=[CH:13][C:14]2[CH:19]=[CH:18][C:17]([N:20]([C:28]3[CH:33]=[CH:32][C:31]([CH3:34])=[CH:30][CH:29]=3)[C:21]3[CH:26]=[CH:25][C:24]([CH3:27])=[CH:23][CH:22]=3)=[CH:16][CH:15]=2)=[CH:8][CH:7]=1.